From a dataset of Antibody developability classification from SAbDab with 2,409 antibodies. Regression/Classification. Given an antibody's heavy chain and light chain sequences, predict its developability. TAP uses regression for 5 developability metrics; SAbDab uses binary classification. (1) The antibody is ['EVQLVESGGGLVKAGGSLILSCGVSNFRISAHTMNWVRRVPGGGLEWVASISTSSTYRDYADAVKGRFTVSRDDLEDFVYLQMHKMRVEDTAIYYCARKGSDRLSDNDPFDAWGPGTVVTVSP', 'VVMTQSPSTLSASVGDTITITCRASQSIETWLAWYQQKPGKAPKLLIYKASTLKTGVPSRFSGSGSGTEFTLTISGLQFDDFATYHCQHYAGYSATFGQGTRVEIK']. Result: 0 (not developable). (2) The antibody is ['EVQLQESGGGLVKPGGSLRLSCAASGFTFSSYSMNWVRQAPGKGLEWVSSITSSSSYIYYADSVKGRFTISRDNAKNSLYLQMNSLRAEDTAVYYCARDPGIAAADNHWFDPWGQGTLVTVSS', 'AYELTQPPSVSVSPGQTASITCSGDKLGDKYACWYQQKPGQSPVVVIYQDTKRPSGIPERFSGSNSGNTATLTISGTQAMDEADYYCQAWDSSTVVFGGGTKLTVL']. Result: 0 (not developable). (3) The antibody is ['QVQLQQSGPGLVKPSQTLSLTCAISGDSVSSNSAAWGWIRQSPGRGLEWLGIIQKRSKWYNNYAVSVKSRITINPDTSKNQFSLQLNSVTPEDTAVYYCARYSYPFYSIDYWGQGTLVTVSS', 'ESVLTQPPSVSVAPGQTARISCSGDNIGSYYVHWYQQKPGQAPVLVIYEDSERPSGIPERFSGSNSGNTATLTISGTQAEDEADYYCSSYDDPNFQVFGGGTKLTVL']. Result: 0 (not developable). (4) The antibody is ['EVQLLESGGGLVQPGGSLRLSCAASGFTFSSYAMSWVRQAPGKGLEWVSAISGSGGSTYYADSVKGRFTISRDNSKNTLYLQMNSLRAEDTAVYYCAKYDGIYGELDFWGQGTLVTVSS', 'DIVMTQSPDSLAVSLGERATINCKSSQSVLYSSNNKNYLAWYQQKPGQPPKLLIYWASTRESGVPDRFSGSGSGTDFTLTISSLQAEDVAVYYCQQYYSTPLTFGQGTKVEIK']. Result: 0 (not developable). (5) The antibody is ['QVQLQESGPGLVKPSETLSVTCAVSGVSFSSFWWGWIRQSPGKGLEWIGTIYGSSGRGEYNPSLKSRTTISRDTSKSQISLELTSVTAADTAIYYCSRGLFQPNGFSFTLTSYWFDVWGPGVPVTVSS', 'DIQVTQSPSSLSASVGDTVTISCRTSQSISTWLAWYQVKPGKAPKLLIYTASSLASGVPSRFSGSGSGTDFTLTISSLQSEDFATYYCQQYISLPPTFGLGTKVEIK']. Result: 0 (not developable). (6) The antibody is ['EVQLVETGGGLIQPGGSLRLSCAASGFTVSSNYMSWVRQAPGKGLEWVSVIYSGGSTYYADSVKGRFTISRDNSKNTLYLQMNSLRAEDTAVYYCARYDGIYGELDFWGQGTLVTVSS', 'DIQMTQSPSSLSASVGDRVTITCRASQSISSYLNWYQQKPGKAPKLLIYAASSLQSGVPSRFSGSGSGTDFTLTISSLQPEDFATYYCQQSYSTPLTFGQGTKVEIK']. Result: 1 (developable). (7) The antibody is ['EVQLVQSGAEVKKPGESLKISCKGSGYSFTNYWISWVRQMPGKGLEWMGFIDPSDSYTNYAPSFQGQVTISADKSISTAYLQWSSLKASDTAMYYCARQLYQGYMDTFDSWGQGTLVTVSS', 'DIQMTQSPSSLSASVGDRVTITCRASQSIGLYLAWYQQKPGKAPKLLIYAASSLQSGVPSRFSGSGSGTDFTLTISSLQPEDFATYYCQQGNTLPYTFGQGTKVEIK']. Result: 0 (not developable).